Dataset: NCI-60 drug combinations with 297,098 pairs across 59 cell lines. Task: Regression. Given two drug SMILES strings and cell line genomic features, predict the synergy score measuring deviation from expected non-interaction effect. Drug 1: CC1=CC=C(C=C1)C2=CC(=NN2C3=CC=C(C=C3)S(=O)(=O)N)C(F)(F)F. Drug 2: CC1C(C(CC(O1)OC2CC(CC3=C2C(=C4C(=C3O)C(=O)C5=C(C4=O)C(=CC=C5)OC)O)(C(=O)CO)O)N)O.Cl. Cell line: COLO 205. Synergy scores: CSS=54.6, Synergy_ZIP=3.99, Synergy_Bliss=4.99, Synergy_Loewe=-9.74, Synergy_HSA=5.99.